This data is from Reaction yield outcomes from USPTO patents with 853,638 reactions. The task is: Predict the reaction yield, written as a fraction of the theoretical maximum amount of product (1.0 means a 100% yield; for example, 0.34 means a 34% yield). The reactants are C([N:8]1[CH2:12][C@@H:11]([CH3:13])[C@H:10]([C:14]([O:16]CC2C=CC(OC)=CC=2)=[O:15])[CH2:9]1)C1C=CC=CC=1.C([N-]C(C)C)(C)C.[Li+].CCCCCC.O1CCCC1.Br[CH2:46][C:47]([O:49][C:50]([CH3:53])([CH3:52])[CH3:51])=[O:48].[Cl-].[NH4+]. The catalyst is O1CCCC1.C(OCC)(=O)C. The product is [C:50]([O:49][C:47](=[O:48])[CH2:46][C@@:10]1([C:14]([OH:16])=[O:15])[C@H:11]([CH3:13])[CH2:12][NH:8][CH2:9]1)([CH3:53])([CH3:52])[CH3:51]. The yield is 0.385.